Dataset: Full USPTO retrosynthesis dataset with 1.9M reactions from patents (1976-2016). Task: Predict the reactants needed to synthesize the given product. (1) Given the product [C:1]([C:5]1[N:10]=[CH:9][C:8]([C:11]2[N:12]([C:32]([N:34]3[CH2:39][CH2:38][CH:37]([CH2:40][C:41]([N:49]4[CH2:50][CH2:51][CH2:52][CH2:53][C@@H:48]4[CH3:47])=[O:43])[CH2:36][CH2:35]3)=[O:33])[C@@:13]([C:25]3[CH:30]=[CH:29][C:28]([Cl:31])=[CH:27][CH:26]=3)([CH3:24])[C@@:14]([C:17]3[CH:22]=[CH:21][C:20]([Cl:23])=[CH:19][CH:18]=3)([CH3:16])[N:15]=2)=[C:7]([O:44][CH2:45][CH3:46])[CH:6]=1)([CH3:2])([CH3:3])[CH3:4], predict the reactants needed to synthesize it. The reactants are: [C:1]([C:5]1[N:10]=[CH:9][C:8]([C:11]2[N:12]([C:32]([N:34]3[CH2:39][CH2:38][CH:37]([CH2:40][C:41]([OH:43])=O)[CH2:36][CH2:35]3)=[O:33])[C@@:13]([C:25]3[CH:30]=[CH:29][C:28]([Cl:31])=[CH:27][CH:26]=3)([CH3:24])[C@@:14]([C:17]3[CH:22]=[CH:21][C:20]([Cl:23])=[CH:19][CH:18]=3)([CH3:16])[N:15]=2)=[C:7]([O:44][CH2:45][CH3:46])[CH:6]=1)([CH3:4])([CH3:3])[CH3:2].[CH3:47][C@H:48]1[CH2:53][CH2:52][CH2:51][CH2:50][NH:49]1. (2) Given the product [Cl:15][C:12]1[CH:13]=[CH:14][C:9]2[S:8][C:7]([C:16]3[CH:21]=[CH:20][CH:19]=[CH:18][CH:17]=3)=[C:6]([CH2:5][C:1]#[N:2])[C:10]=2[CH:11]=1, predict the reactants needed to synthesize it. The reactants are: [C-:1]#[N:2].[Na+].Br[CH2:5][C:6]1[C:10]2[CH:11]=[C:12]([Cl:15])[CH:13]=[CH:14][C:9]=2[S:8][C:7]=1[C:16]1[CH:21]=[CH:20][CH:19]=[CH:18][CH:17]=1.